Predict the product of the given reaction. From a dataset of Forward reaction prediction with 1.9M reactions from USPTO patents (1976-2016). (1) The product is: [CH:1]1([CH2:6][C@@H:7]([C:8]([NH:39][NH:38][C:35]2[C:36]([F:37])=[C:31]([N:26]3[CH2:27][CH2:28][N:29]([CH3:30])[C@H:24]([CH3:23])[CH2:25]3)[N:32]=[C:33]([CH3:40])[N:34]=2)=[O:10])[CH2:11][N:12]([O:13][CH2:14][C:15]2[CH:20]=[CH:19][CH:18]=[CH:17][CH:16]=2)[CH:21]=[O:22])[CH2:2][CH2:3][CH2:4][CH2:5]1. Given the reactants [CH:1]1([CH2:6][C@H:7]([CH2:11][N:12]([CH:21]=[O:22])[O:13][CH2:14][C:15]2[CH:20]=[CH:19][CH:18]=[CH:17][CH:16]=2)[C:8]([OH:10])=O)[CH2:5][CH2:4][CH2:3][CH2:2]1.[CH3:23][C@H:24]1[N:29]([CH3:30])[CH2:28][CH2:27][N:26]([C:31]2[C:36]([F:37])=[C:35]([NH:38][NH2:39])[N:34]=[C:33]([CH3:40])[N:32]=2)[CH2:25]1.CN1CCOCC1.C1C=NC2N(O)N=NC=2C=1.C(Cl)CCl, predict the reaction product. (2) The product is: [CH3:18][C:17]1[O:16][N:15]=[C:14]([C:19]2[CH:24]=[CH:23][CH:22]=[CH:21][CH:20]=2)[C:13]=1[C:10]1[O:9][C:8]([C:5]2[CH:6]=[CH:7][C:2]([N:25]3[CH2:30][CH2:29][S:28][CH2:27][CH2:26]3)=[N:3][CH:4]=2)=[N:12][N:11]=1. Given the reactants Cl[C:2]1[CH:7]=[CH:6][C:5]([C:8]2[O:9][C:10]([C:13]3[C:14]([C:19]4[CH:24]=[CH:23][CH:22]=[CH:21][CH:20]=4)=[N:15][O:16][C:17]=3[CH3:18])=[N:11][N:12]=2)=[CH:4][N:3]=1.[NH:25]1[CH2:30][CH2:29][S:28][CH2:27][CH2:26]1, predict the reaction product. (3) Given the reactants [CH3:1][N:2]1[C:6]([C:7]([OH:9])=O)=[CH:5][CH:4]=[N:3]1.C(Cl)(=O)C(Cl)=O.[NH2:16][C:17]1[CH:18]=[C:19]([CH:36]=[CH:37][CH:38]=1)[O:20][C:21]1[CH:22]=[CH:23][C:24]2[N:25]([CH:27]=[C:28]([NH:30][C:31]([CH:33]3[CH2:35][CH2:34]3)=[O:32])[N:29]=2)[CH:26]=1, predict the reaction product. The product is: [CH:33]1([C:31]([NH:30][C:28]2[N:29]=[C:24]3[CH:23]=[CH:22][C:21]([O:20][C:19]4[CH:18]=[C:17]([NH:16][C:7]([C:6]5[N:2]([CH3:1])[N:3]=[CH:4][CH:5]=5)=[O:9])[CH:38]=[CH:37][CH:36]=4)=[CH:26][N:25]3[CH:27]=2)=[O:32])[CH2:34][CH2:35]1. (4) Given the reactants [CH:1]1([CH2:6][C@H:7]([N:11]2[CH2:19][C:18]3[C:13](=[CH:14][CH:15]=[CH:16][C:17]=3[C:20]([F:23])([F:22])[F:21])[C:12]2=[O:24])[C:8](O)=[O:9])[CH2:5][CH2:4][CH2:3][CH2:2]1.C(Cl)(=O)C(Cl)=O.[NH2:31][C:32]1[CH:36]=[CH:35][N:34]([CH2:37][C@H:38]([OH:41])[CH2:39][OH:40])[N:33]=1.N1C(C)=CC=CC=1C, predict the reaction product. The product is: [CH:1]1([CH2:6][C@H:7]([N:11]2[CH2:19][C:18]3[C:13](=[CH:14][CH:15]=[CH:16][C:17]=3[C:20]([F:21])([F:22])[F:23])[C:12]2=[O:24])[C:8]([NH:31][C:32]2[CH:36]=[CH:35][N:34]([CH2:37][C@H:38]([OH:41])[CH2:39][OH:40])[N:33]=2)=[O:9])[CH2:2][CH2:3][CH2:4][CH2:5]1. (5) Given the reactants [Cl:1][C:2]1[CH:3]=[C:4]2[C:10]([C:11]3[N:16]=[C:15]([NH:17][C@H:18]4[CH2:23][CH2:22][CH2:21][C@@H:20]([NH2:24])[CH2:19]4)[C:14]([F:25])=[CH:13][N:12]=3)=[CH:9][N:8](S(C3C=CC(C)=CC=3)(=O)=O)[C:5]2=[N:6][CH:7]=1.[O:36]1[CH2:40][CH2:39][CH2:38][CH:37]1[C:41]([OH:43])=[O:42].C(Cl)CCl.C1C=CC2N(O)N=NC=2C=1.CCN(C(C)C)C(C)C.[OH-].[Li+], predict the reaction product. The product is: [ClH:1].[Cl:1][C:2]1[CH:3]=[C:4]2[C:10]([C:11]3[N:16]=[C:15]([NH:17][C@H:18]4[CH2:23][CH2:22][CH2:21][C@@H:20]([NH:24][C:41]([CH:37]5[CH2:38][CH2:39][CH2:40][O:36]5)=[O:42])[CH2:19]4)[C:14]([F:25])=[CH:13][N:12]=3)=[CH:9][NH:8][C:5]2=[N:6][CH:7]=1.[Cl:1][C:2]1[CH:3]=[C:4]2[C:10]([C:11]3[N:16]=[C:15]([NH:17][C@H:18]4[CH2:23][CH2:22][CH2:21][C@@H:20]([NH:24][C:41]([CH:37]5[CH2:38][CH2:39][CH2:40][O:36]5)=[O:43])[CH2:19]4)[C:14]([F:25])=[CH:13][N:12]=3)=[CH:9][NH:8][C:5]2=[N:6][CH:7]=1.